Dataset: Full USPTO retrosynthesis dataset with 1.9M reactions from patents (1976-2016). Task: Predict the reactants needed to synthesize the given product. (1) Given the product [Br:17][C:9]1[C:10]([N+:25]([O-:27])=[O:26])=[C:11]([NH2:13])[CH:12]=[C:7]([Br:6])[N:8]=1, predict the reactants needed to synthesize it. The reactants are: S(=O)(=O)(O)O.[Br:6][C:7]1[CH:12]=[C:11]([NH:13][N+]([O-])=O)[CH:10]=[C:9]([Br:17])[N:8]=1.NC1C([N+:25]([O-:27])=[O:26])=NC=CC=1. (2) Given the product [CH3:10][C:6]1[N:7]=[C:8]([NH:42][C:18]([C:20]2[N:21]=[C:22]([CH:32]3[CH2:33][CH2:34]3)[S:23][C:24]=2[NH:25][C:26]2[CH:27]=[N:28][CH:29]=[CH:30][CH:31]=2)=[O:19])[CH:12]=[CH:14][CH:13]=1, predict the reactants needed to synthesize it. The reactants are: C(OC([C:6]1[N:7]=[C:8]([CH:12]2[CH2:14][CH2:13]2)S[C:10]=1N)=O)C.C(O[C:18]([C:20]1[N:21]=[C:22]([CH:32]2[CH2:34][CH2:33]2)[S:23][C:24]=1[NH:25][C:26]1[CH:27]=[N:28][CH:29]=[CH:30][CH:31]=1)=[O:19])C.C1(C2SC(NC3C=NC=CC=3)=C(C(O)=O)[N:42]=2)CC1. (3) Given the product [OH:1][C@@:2]1([CH2:22][O:23][CH3:24])[CH2:7][CH2:6][CH2:5][CH2:4][C@H:3]1[N:8]1[C:12]([C:13]2[CH:18]=[CH:17][CH:16]=[CH:15][CH:14]=2)=[C:11]([C:19]([N:41]2[CH2:40][CH2:39][N:38]([C:42]([O:44][CH2:45][C:46]3[CH:51]=[CH:50][CH:49]=[CH:48][CH:47]=3)=[O:43])[CH2:37][C@H:36]2[CH2:35][CH2:34][N:25]2[C:33]3[C:28](=[CH:29][CH:30]=[CH:31][CH:32]=3)[CH:27]=[N:26]2)=[O:20])[N:10]=[CH:9]1, predict the reactants needed to synthesize it. The reactants are: [OH:1][C@@:2]1([CH2:22][O:23][CH3:24])[CH2:7][CH2:6][CH2:5][CH2:4][C@H:3]1[N:8]1[C:12]([C:13]2[CH:18]=[CH:17][CH:16]=[CH:15][CH:14]=2)=[C:11]([C:19](O)=[O:20])[N:10]=[CH:9]1.[N:25]1([CH2:34][CH2:35][C@H:36]2[NH:41][CH2:40][CH2:39][N:38]([C:42]([O:44][CH2:45][C:46]3[CH:51]=[CH:50][CH:49]=[CH:48][CH:47]=3)=[O:43])[CH2:37]2)[C:33]2[C:28](=[CH:29][CH:30]=[CH:31][CH:32]=2)[CH:27]=[N:26]1.CCN=C=NCCCN(C)C.Cl.C1C=CC2N(O)N=NC=2C=1.C(=O)([O-])O.[Na+]. (4) Given the product [CH2:9]([O:11][C:12]([C:14]1[C:15](=[O:25])[NH:16][C:17]2[C:22]([C:23]=1[N:29]1[CH2:30][CH2:31][N:26]([C:32]([C:34]3[S:35][CH:36]=[CH:37][CH:38]=3)=[O:33])[CH2:27][CH2:28]1)=[CH:21][CH:20]=[CH:19][N:18]=2)=[O:13])[CH3:10], predict the reactants needed to synthesize it. The reactants are: C1N2CCN(CC2)C1.[CH2:9]([O:11][C:12]([C:14]1[C:15](=[O:25])[NH:16][C:17]2[C:22]([C:23]=1Cl)=[CH:21][CH:20]=[CH:19][N:18]=2)=[O:13])[CH3:10].[N:26]1([C:32]([C:34]2[S:35][CH:36]=[CH:37][CH:38]=2)=[O:33])[CH2:31][CH2:30][NH:29][CH2:28][CH2:27]1. (5) Given the product [S:4]1[C:5]2=[N:6][CH:7]=[CH:8][CH:9]=[C:10]2[C:2]([C:11]#[N:12])=[CH:3]1, predict the reactants needed to synthesize it. The reactants are: Br[C:2]1[C:10]2[C:5](=[N:6][CH:7]=[CH:8][CH:9]=2)[S:4][CH:3]=1.[C:11]([Cu])#[N:12]. (6) Given the product [Cl:32][C:18]1[C:17]([N:8]2[CH2:9][CH2:10][N:5]([S:2]([CH3:1])(=[O:4])=[O:3])[CH2:6][CH2:7]2)=[C:16]([S:13]([CH2:11][CH3:12])(=[O:15])=[O:14])[CH:21]=[CH:20][C:19]=1[NH:22][C:23](=[O:31])[C@:24]([OH:30])([CH3:29])[C:25]([F:28])([F:27])[F:26], predict the reactants needed to synthesize it. The reactants are: [CH3:1][S:2]([N:5]1[CH2:10][CH2:9][NH:8][CH2:7][CH2:6]1)(=[O:4])=[O:3].[CH2:11]([S:13]([C:16]1[CH:21]=[CH:20][C:19]([NH:22][C:23](=[O:31])[C@:24]([OH:30])([CH3:29])[C:25]([F:28])([F:27])[F:26])=[C:18]([Cl:32])[C:17]=1F)(=[O:15])=[O:14])[CH3:12].[Cl-].[NH4+]. (7) Given the product [C:12]([O:11][C:9](=[O:10])[NH:22][C:18]1[CH:19]=[CH:20][CH:21]=[C:16]([NH2:23])[CH:17]=1)([CH3:13])([CH3:14])[CH3:15], predict the reactants needed to synthesize it. The reactants are: [C:12]([O:11][C:9](O[C:9]([O:11][C:12]([CH3:15])([CH3:14])[CH3:13])=[O:10])=[O:10])([CH3:15])([CH3:14])[CH3:13].[C:16]1([NH2:23])[CH:21]=[CH:20][CH:19]=[C:18]([NH2:22])[CH:17]=1.